This data is from Full USPTO retrosynthesis dataset with 1.9M reactions from patents (1976-2016). The task is: Predict the reactants needed to synthesize the given product. Given the product [N:1]1[CH:18]=[CH:19][N:3]2[CH:4]=[CH:5][C:6]([C:8]([O:10][CH3:11])=[O:9])=[CH:7][C:2]=12, predict the reactants needed to synthesize it. The reactants are: [NH2:1][C:2]1[CH:7]=[C:6]([C:8]([O:10][CH3:11])=[O:9])[CH:5]=[CH:4][N:3]=1.C([O-])(O)=O.[Na+].Cl[CH2:18][CH:19]=O.